Dataset: Catalyst prediction with 721,799 reactions and 888 catalyst types from USPTO. Task: Predict which catalyst facilitates the given reaction. (1) Reactant: Cl.[NH2:2][CH:3]1[CH2:8][CH2:7][N:6]([C:9]([O:11][CH2:12][C:13]2[CH:18]=[C:17]([C:19]#[N:20])[CH:16]=[C:15]([Cl:21])[CH:14]=2)=[O:10])[CH2:5][CH2:4]1.CCN(C(C)C)C(C)C.[NH:31]1[CH:35]=[C:34]([CH2:36][CH2:37][CH2:38][CH2:39][C:40](Cl)=[O:41])[N:33]=[N:32]1. Product: [NH:31]1[CH:35]=[C:34]([CH2:36][CH2:37][CH2:38][CH2:39][C:40]([NH:2][CH:3]2[CH2:8][CH2:7][N:6]([C:9]([O:11][CH2:12][C:13]3[CH:18]=[C:17]([C:19]#[N:20])[CH:16]=[C:15]([Cl:21])[CH:14]=3)=[O:10])[CH2:5][CH2:4]2)=[O:41])[N:33]=[N:32]1. The catalyst class is: 2. (2) Reactant: CC(C)([O-])C.[Na+].[OH:7][CH2:8][CH2:9][C@H:10]1[CH2:12][C@@H:11]1[CH:13]1[CH2:18][CH2:17][N:16]([C:19]([O:21][CH2:22][C:23]2[CH:28]=[CH:27][CH:26]=[CH:25][CH:24]=2)=[O:20])[CH2:15][CH2:14]1.[CH3:29][N:30]([CH3:43])[C:31](=[O:42])[CH2:32][C:33]1[C:38]([F:39])=[CH:37][C:36]([F:40])=[CH:35][C:34]=1F. The catalyst class is: 1. Product: [CH3:43][N:30]([CH3:29])[C:31](=[O:42])[CH2:32][C:33]1[C:38]([F:39])=[CH:37][C:36]([F:40])=[CH:35][C:34]=1[O:7][CH2:8][CH2:9][C@H:10]1[CH2:12][C@@H:11]1[CH:13]1[CH2:18][CH2:17][N:16]([C:19]([O:21][CH2:22][C:23]2[CH:24]=[CH:25][CH:26]=[CH:27][CH:28]=2)=[O:20])[CH2:15][CH2:14]1. (3) Reactant: [Cl-].O[NH3+:3].[C:4](=[O:7])([O-])[OH:5].[Na+].CS(C)=O.[CH2:13]([C:17]1[N:18]=[C:19]([CH3:49])[N:20]([C:39]2[CH:48]=[CH:47][C:46]3[C:41](=[CH:42][CH:43]=[CH:44][CH:45]=3)[CH:40]=2)[C:21](=[O:38])[C:22]=1[CH2:23][C:24]1[CH:29]=[CH:28][C:27]([C:30]2[C:31]([C:36]#[N:37])=[CH:32][CH:33]=[CH:34][CH:35]=2)=[CH:26][CH:25]=1)[CH2:14][CH2:15][CH3:16]. Product: [CH2:13]([C:17]1[N:18]=[C:19]([CH3:49])[N:20]([C:39]2[CH:48]=[CH:47][C:46]3[C:41](=[CH:42][CH:43]=[CH:44][CH:45]=3)[CH:40]=2)[C:21](=[O:38])[C:22]=1[CH2:23][C:24]1[CH:25]=[CH:26][C:27]([C:30]2[CH:35]=[CH:34][CH:33]=[CH:32][C:31]=2[C:36]2[NH:3][C:4](=[O:7])[O:5][N:37]=2)=[CH:28][CH:29]=1)[CH2:14][CH2:15][CH3:16]. The catalyst class is: 69. (4) Reactant: [Li+].C[Si]([N-][Si](C)(C)C)(C)C.[P:11]([O-:18])([O:15][CH2:16][CH3:17])[O:12][CH2:13][CH3:14].Cl[CH2:20][C:21]1[O:25][N:24]=[C:23]([CH3:26])[N:22]=1. Product: [CH3:26][C:23]1[N:22]=[C:21]([CH2:20][P:11](=[O:18])([O:15][CH2:16][CH3:17])[O:12][CH2:13][CH3:14])[O:25][N:24]=1. The catalyst class is: 1. (5) Reactant: Br[C:2]1[CH:3]=[CH:4][C:5](F)=[C:6]([CH:9]=1)[CH:7]=[O:8].[C:11]1([OH:17])[CH:16]=[CH:15][CH:14]=[CH:13][CH:12]=1.[Br:18]C1C=CC=C(C=1)OC1C=CC=CC=1C#N.CO[C@@H]1[C@@H](C(OC)=O)[C@@H]2[C@@H](CN3[C@H](C2)C2NC4C=C(OC)C=CC=4C=2CC3)C[C@H]1OC(C1C=C(OC)C(OC)=C(OC)C=1)=O. Product: [Br:18][C:3]1[CH:2]=[CH:9][C:6]([CH:7]=[O:8])=[C:5]([O:17][C:11]2[CH:16]=[CH:15][CH:14]=[CH:13][CH:12]=2)[CH:4]=1. The catalyst class is: 10. (6) Reactant: CC([O-])(C)C.[K+].[CH2:7]([O:9][C:10](=[O:14])[CH2:11][N+:12]#[C-:13])[CH3:8].[N:15]([C:18]1[CH:19]=[N:20][CH:21]=[CH:22][CH:23]=1)=[C:16]=[S:17]. Product: [CH2:7]([O:9][C:10]([C:11]1[N:12]=[CH:13][S:17][C:16]=1[NH:15][C:18]1[CH:19]=[N:20][CH:21]=[CH:22][CH:23]=1)=[O:14])[CH3:8]. The catalyst class is: 1.